This data is from Forward reaction prediction with 1.9M reactions from USPTO patents (1976-2016). The task is: Predict the product of the given reaction. (1) Given the reactants CS(O)(=O)=O.C[O:7][C:8]1[CH:13]=[CH:12][C:11]([C:14](=[O:23])[CH2:15][CH2:16][CH2:17][N:18]2[CH:22]=[CH:21][N:20]=[N:19]2)=[CH:10][CH:9]=1.Br.[OH-].[Na+], predict the reaction product. The product is: [OH:7][C:8]1[CH:13]=[CH:12][C:11]([C:14](=[O:23])[CH2:15][CH2:16][CH2:17][N:18]2[CH:22]=[CH:21][N:20]=[N:19]2)=[CH:10][CH:9]=1. (2) Given the reactants [CH3:1][O:2][C:3]1[CH:8]=[CH:7][C:6]([CH:9]([NH:12]C(=O)OC(C)(C)C)[CH2:10][OH:11])=[CH:5][CH:4]=1.Cl.[OH-].[Na+], predict the reaction product. The product is: [NH2:12][CH:9]([C:6]1[CH:7]=[CH:8][C:3]([O:2][CH3:1])=[CH:4][CH:5]=1)[CH2:10][OH:11]. (3) Given the reactants [CH3:1][O:2][CH2:3][C@@H:4]([C:6]1[CH:11]=[CH:10][CH:9]=[CH:8][CH:7]=1)[NH2:5].Br[CH2:13][C:14]1[CH:23]=[CH:22][C:17]([C:18]([O:20][CH3:21])=[O:19])=[CH:16][CH:15]=1.C([O-])([O-])=O.[K+].[K+], predict the reaction product. The product is: [CH3:1][O:2][CH2:3][C@H:4]([NH:5][CH2:13][C:14]1[CH:23]=[CH:22][C:17]([C:18]([O:20][CH3:21])=[O:19])=[CH:16][CH:15]=1)[C:6]1[CH:11]=[CH:10][CH:9]=[CH:8][CH:7]=1.